Predict the product of the given reaction. From a dataset of Forward reaction prediction with 1.9M reactions from USPTO patents (1976-2016). (1) The product is: [CH3:30][S:31][C:32]1[CH:39]=[CH:38][C:35]([CH2:36][O:37][C:18](=[O:19])[C:17]2[CH:21]=[CH:22][C:14]([CH2:13][N:9]3[CH2:8][C:7](=[O:23])[N:6]([CH2:5][C:4]4[CH:24]=[CH:25][C:26]([O:28][CH3:29])=[CH:27][C:3]=4[O:2][CH3:1])[S:10]3(=[O:12])=[O:11])=[CH:15][CH:16]=2)=[CH:34][CH:33]=1. Given the reactants [CH3:1][O:2][C:3]1[CH:27]=[C:26]([O:28][CH3:29])[CH:25]=[CH:24][C:4]=1[CH2:5][N:6]1[S:10](=[O:12])(=[O:11])[N:9]([CH2:13][C:14]2[CH:22]=[CH:21][C:17]([C:18](Cl)=[O:19])=[CH:16][CH:15]=2)[CH2:8][C:7]1=[O:23].[CH3:30][S:31][C:32]1[CH:39]=[CH:38][C:35]([CH2:36][OH:37])=[CH:34][CH:33]=1, predict the reaction product. (2) Given the reactants [C:1]1([CH:7]([C:11]2[CH:16]=[CH:15][CH:14]=[CH:13][CH:12]=2)[C:8](Cl)=[O:9])[CH:6]=[CH:5][CH:4]=[CH:3][CH:2]=1.[NH2:17][CH2:18][CH2:19][CH2:20][N:21]1[CH2:26][CH2:25][CH:24]([C:27]2[CH:28]=[C:29]([NH:34][C:35](=[O:39])[CH:36]([CH3:38])[CH3:37])[CH:30]=[CH:31][C:32]=2[CH3:33])[CH2:23][CH2:22]1, predict the reaction product. The product is: [C:1]1([CH:7]([C:11]2[CH:16]=[CH:15][CH:14]=[CH:13][CH:12]=2)[C:8]([NH:17][CH2:18][CH2:19][CH2:20][N:21]2[CH2:26][CH2:25][CH:24]([C:27]3[CH:28]=[C:29]([NH:34][C:35](=[O:39])[CH:36]([CH3:37])[CH3:38])[CH:30]=[CH:31][C:32]=3[CH3:33])[CH2:23][CH2:22]2)=[O:9])[CH:6]=[CH:5][CH:4]=[CH:3][CH:2]=1.